This data is from KCNQ2 potassium channel screen with 302,405 compounds. The task is: Binary Classification. Given a drug SMILES string, predict its activity (active/inactive) in a high-throughput screening assay against a specified biological target. (1) The molecule is O(c1c(C2NC(=O)NC(=C2C(OCCOC)=O)C)cccc1)CCC. The result is 0 (inactive). (2) The drug is O(CC(=O)N(CC(C)C)c1c(n(Cc2ccccc2)c(=O)[nH]c1=O)N)C(=O)c1c(O)c(ccc1)C. The result is 0 (inactive). (3) The drug is o1c(C(=O)N\C(C(=O)Nc2ccc(cc2)C(=O)C)=C\c2ccccc2)ccc1. The result is 0 (inactive). (4) The molecule is OC(=O)c1ccc(c2[nH]ccn2)cc1. The result is 0 (inactive). (5) The drug is S=C(N1CCC(CC1)C)Nc1c(scc1)C(OC)=O. The result is 0 (inactive).